From a dataset of Forward reaction prediction with 1.9M reactions from USPTO patents (1976-2016). Predict the product of the given reaction. (1) Given the reactants ClC1C=CC=CC=1C[O:5][CH2:6][CH2:7][N:8]([C@H:25]1[CH2:30][CH2:29][C@H:28]([CH3:31])[CH2:27][CH2:26]1)[C:9](=[O:24])[NH:10][C:11]1[S:12][C:13]([S:16][CH2:17][C:18]([CH3:23])([CH3:22])[C:19]([OH:21])=[O:20])=[CH:14][N:15]=1.Br[CH2:37][C:38]1[CH:43]=[CH:42][C:41]([F:44])=[CH:40][C:39]=1[C:45]([F:48])([F:47])[F:46].C(OC(=O)C(C)(C)CSC1SC(N)=NC=1)C, predict the reaction product. The product is: [F:44][C:41]1[CH:42]=[CH:43][C:38]([CH2:37][O:5][CH2:6][CH2:7][N:8]([C@H:25]2[CH2:30][CH2:29][C@H:28]([CH3:31])[CH2:27][CH2:26]2)[C:9](=[O:24])[NH:10][C:11]2[S:12][C:13]([S:16][CH2:17][C:18]([CH3:23])([CH3:22])[C:19]([OH:21])=[O:20])=[CH:14][N:15]=2)=[C:39]([C:45]([F:48])([F:47])[F:46])[CH:40]=1. (2) Given the reactants [F:1][C:2]([F:24])([C:17]1[CH:22]=[CH:21][C:20]([F:23])=[CH:19][N:18]=1)[C:3]1[N:12]=[C:11](SC)[C:10]2[C:5](=[C:6]([C:15]#[N:16])[CH:7]=[CH:8][CH:9]=2)[N:4]=1.ClC1C=CC=C(C(OO)=O)C=1.S([O-])([O-])(=O)=S.[Na+].[Na+].C(=O)(O)[O-].[Na+].[CH3:48][C:49]1[NH:53][N:52]=[C:51]([NH2:54])[CH:50]=1, predict the reaction product. The product is: [F:1][C:2]([F:24])([C:17]1[CH:22]=[CH:21][C:20]([F:23])=[CH:19][N:18]=1)[C:3]1[N:12]=[C:11]([NH:54][C:51]2[CH:50]=[C:49]([CH3:48])[NH:53][N:52]=2)[C:10]2[C:5](=[C:6]([C:15]#[N:16])[CH:7]=[CH:8][CH:9]=2)[N:4]=1. (3) Given the reactants I[C:2]1[CH:7]=[CH:6][C:5]([S:8]([CH3:11])(=[O:10])=[O:9])=[CH:4][C:3]=1[C:12]([N:14]1[CH2:19][CH2:18][N:17]([C:20]2[CH:25]=[CH:24][C:23]([C:26]([F:29])([F:28])[F:27])=[CH:22][CH:21]=2)[CH2:16][CH2:15]1)=[O:13].[CH2:30]([Sn](CCCC)(CCCC)C(C)=C)[CH2:31][CH2:32]C.C1([As](C2C=CC=CC=2)C2C=CC=CC=2)C=CC=CC=1, predict the reaction product. The product is: [C:31]([C:2]1[CH:7]=[CH:6][C:5]([S:8]([CH3:11])(=[O:10])=[O:9])=[CH:4][C:3]=1[C:12]([N:14]1[CH2:19][CH2:18][N:17]([C:20]2[CH:25]=[CH:24][C:23]([C:26]([F:29])([F:28])[F:27])=[CH:22][CH:21]=2)[CH2:16][CH2:15]1)=[O:13])([CH3:32])=[CH2:30]. (4) Given the reactants [Cl:1][C:2]1[CH:3]=[C:4]([CH:18]=[C:19]([CH3:21])[CH:20]=1)[C:5]([C:7]1[NH:12][C:11](=[O:13])[NH:10][C:9](=[O:14])[C:8]=1[CH:15]([CH3:17])[CH3:16])=[O:6].C(=O)([O-])[O-].[K+].[K+].[I-].[Li+].Cl[CH2:31][C:32]1[CH:37]=[C:36]([CH3:38])[N:35]=[C:34]([N:39]2[C:47](=[O:48])[C:46]3[C:41](=[CH:42][CH:43]=[CH:44][CH:45]=3)[C:40]2=[O:49])[CH:33]=1, predict the reaction product. The product is: [Cl:1][C:2]1[CH:3]=[C:4]([CH:18]=[C:19]([CH3:21])[CH:20]=1)[C:5]([C:7]1[N:12]([CH2:31][C:32]2[CH:37]=[C:36]([CH3:38])[N:35]=[C:34]([N:39]3[C:47](=[O:48])[C:46]4[C:41](=[CH:42][CH:43]=[CH:44][CH:45]=4)[C:40]3=[O:49])[CH:33]=2)[C:11](=[O:13])[NH:10][C:9](=[O:14])[C:8]=1[CH:15]([CH3:16])[CH3:17])=[O:6]. (5) Given the reactants [C:1]([C:5]1[CH:9]=[C:8]([NH2:10])[N:7]([C:11]2[CH:20]=[CH:19][C:14]([C:15]([O:17][CH3:18])=[O:16])=[CH:13][CH:12]=2)[N:6]=1)([CH3:4])([CH3:3])[CH3:2].[C:21]1([N:31]=[C:32]=[O:33])[C:30]2[C:25](=[CH:26][CH:27]=[CH:28][CH:29]=2)[CH:24]=[CH:23][CH:22]=1.O.[CH2:35]1COCC1, predict the reaction product. The product is: [CH2:18]([O:17][C:15](=[O:16])[C:14]1[CH:13]=[CH:12][C:11]([N:7]2[C:8]([NH:10][C:32]([NH:31][C:21]3[C:30]4[C:25](=[CH:26][CH:27]=[CH:28][CH:29]=4)[CH:24]=[CH:23][CH:22]=3)=[O:33])=[CH:9][C:5]([C:1]([CH3:4])([CH3:2])[CH3:3])=[N:6]2)=[CH:20][CH:19]=1)[CH3:35]. (6) Given the reactants [CH3:1][S:2]([C:5]1[CH:27]=[CH:26][C:8]([CH2:9][C@H:10]2[CH2:15][C@@H:14]([C:16]3[O:20][NH:19][C:18](=[O:21])[CH:17]=3)[CH2:13][CH2:12][N:11]2C(OC)=O)=[CH:7][CH:6]=1)(=[O:4])=[O:3].Br, predict the reaction product. The product is: [CH3:1][S:2]([C:5]1[CH:27]=[CH:26][C:8]([CH2:9][C@H:10]2[CH2:15][C@@H:14]([C:16]3[O:20][NH:19][C:18](=[O:21])[CH:17]=3)[CH2:13][CH2:12][NH:11]2)=[CH:7][CH:6]=1)(=[O:3])=[O:4]. (7) Given the reactants [NH2:1][C:2]1[C:3]2[NH:10][CH:9]=[C:8]([C@H:11]3[C@H:15]([OH:16])[C@@H:14]([OH:17])[C@@H:13]([CH2:18][OH:19])[N:12]3C(OC(C)(C)C)=O)[C:4]=2[N:5]=[CH:6][N:7]=1.Cl, predict the reaction product. The product is: [NH2:1][C:2]1[C:3]2[NH:10][CH:9]=[C:8]([C@H:11]3[C@H:15]([OH:16])[C@@H:14]([OH:17])[C@@H:13]([CH2:18][OH:19])[NH:12]3)[C:4]=2[N:5]=[CH:6][N:7]=1. (8) Given the reactants FC(F)C1C2C(=CC=CC=2)N=CC=1.FC(F)C(C1C=CC=CC=1)=O.BrC1C2C(=CC=CC=2)N=CC=1.[F:36][C:37]([F:52])([C:46]1[CH:51]=[CH:50][CH:49]=[CH:48][CH:47]=1)C(C1C=CC=CC=1)=O.[OH-].[K+], predict the reaction product. The product is: [F:36][CH:37]([C:46]1[CH:51]=[CH:50][CH:49]=[CH:48][CH:47]=1)[F:52]. (9) Given the reactants [C:1]([C@@H:5]1[CH2:10][CH2:9][C@H:8]([OH:11])[CH2:7][CH2:6]1)([CH3:4])([CH3:3])[CH3:2].O[C:13]1[C:14]([C:30]([F:33])([F:32])[F:31])=[C:15]2[C:20](=[CH:21][CH:22]=1)[CH:19]=[C:18]([C@:23]1([CH3:29])[CH2:27][O:26][C:25](=[O:28])[NH:24]1)[CH:17]=[CH:16]2.C1(P(C2C=CC=CC=2)C2C=CC=CC=2)C=CC=CC=1.O1CCCC1.N(C(OC(C)C)=O)=NC(OC(C)C)=O, predict the reaction product. The product is: [C:1]([C@H:5]1[CH2:6][CH2:7][C@H:8]([O:11][C:13]2[C:14]([C:30]([F:32])([F:33])[F:31])=[C:15]3[C:20](=[CH:21][CH:22]=2)[CH:19]=[C:18]([C@:23]2([CH3:29])[CH2:27][O:26][C:25](=[O:28])[NH:24]2)[CH:17]=[CH:16]3)[CH2:9][CH2:10]1)([CH3:4])([CH3:2])[CH3:3].